The task is: Predict the reactants needed to synthesize the given product.. This data is from Full USPTO retrosynthesis dataset with 1.9M reactions from patents (1976-2016). Given the product [N+:1]([C:4]1[N:5]=[C:6]2[N:11]([CH:12]=1)[CH2:10][C@H:9]([NH:13][C:37](=[O:38])[CH2:36][CH2:35][N:32]1[CH2:31][CH2:30][CH:29]([O:28][C:27]3[CH:40]=[CH:41][C:24]([O:23][C:22]([F:21])([F:42])[F:43])=[CH:25][CH:26]=3)[CH2:34][CH2:33]1)[CH2:8][O:7]2)([O-:3])=[O:2], predict the reactants needed to synthesize it. The reactants are: [N+:1]([C:4]1[N:5]=[C:6]2[N:11]([CH:12]=1)[CH2:10][CH:9]([NH2:13])[CH2:8][O:7]2)([O-:3])=[O:2].CCN(CC)CC.[F:21][C:22]([F:43])([F:42])[O:23][C:24]1[CH:41]=[CH:40][C:27]([O:28][CH:29]2[CH2:34][CH2:33][N:32]([CH2:35][CH2:36][C:37](Cl)=[O:38])[CH2:31][CH2:30]2)=[CH:26][CH:25]=1.ClCCl.